This data is from Full USPTO retrosynthesis dataset with 1.9M reactions from patents (1976-2016). The task is: Predict the reactants needed to synthesize the given product. Given the product [CH2:9]([O:8][C:5]([CH3:7])([CH3:6])[CH2:4][OH:3])[CH:10]=[CH2:11], predict the reactants needed to synthesize it. The reactants are: C([O:3][C:4](=O)[C:5]([O:8][CH2:9][CH:10]=[CH2:11])([CH3:7])[CH3:6])C.[BH4-].[Li+].[Cl-].[NH4+].Cl.